Predict the product of the given reaction. From a dataset of Forward reaction prediction with 1.9M reactions from USPTO patents (1976-2016). (1) The product is: [NH2:15][C:12]1[CH:11]=[CH:10][C:9]([N:8]([C:18]2[CH:25]=[CH:24][C:21]([C:22]#[N:23])=[CH:20][CH:19]=2)[N:3]2[CH:7]=[CH:6][N:5]=[CH:4]2)=[CH:14][CH:13]=1. Given the reactants NN.[N:3]1([N:8]([C:18]2[CH:25]=[CH:24][C:21]([C:22]#[N:23])=[CH:20][CH:19]=2)[C:9]2[CH:14]=[CH:13][C:12]([N+:15]([O-])=O)=[CH:11][CH:10]=2)[CH:7]=[CH:6][N:5]=[CH:4]1, predict the reaction product. (2) Given the reactants C1(C[N:8]2[CH2:12][CH2:11][C@H:10]([NH:13][CH2:14][CH2:15][C:16]#[N:17])[CH2:9]2)C=CC=CC=1.C1CC=CCC=1, predict the reaction product. The product is: [NH:8]1[CH2:12][CH2:11][C@H:10]([NH:13][CH2:14][CH2:15][C:16]#[N:17])[CH2:9]1.